From a dataset of Forward reaction prediction with 1.9M reactions from USPTO patents (1976-2016). Predict the product of the given reaction. (1) Given the reactants [CH2:1]([C:5]1=[CH:6][N:7]([C:16]([CH3:19])([CH3:18])[CH3:17])[S:8]/[C:9]/1=[N:10]\C(=O)OCC)[CH2:2][CH2:3][CH3:4].I[Si](C)(C)C.C(=O)(O)[O-].[Na+], predict the reaction product. The product is: [C:16]([N:7]1[CH:6]=[C:5]([CH2:1][CH2:2][CH2:3][CH3:4])[C:9](=[NH:10])[S:8]1)([CH3:19])([CH3:18])[CH3:17]. (2) Given the reactants C(N(CC)CC)C.[C:8]([O:12][CH2:13][CH2:14][CH2:15][CH3:16])(=[O:11])[CH:9]=[CH2:10].C1(C)C(C(P(C(C2C(C)=CC=CC=2)=O)C(C2C(C)=CC=CC=2)=O)=O)=CC=CC=1.Br[C:46]1[C:47]([NH:55][CH3:56])=[N:48][CH:49]=[C:50]([N+:52]([O-:54])=[O:53])[CH:51]=1, predict the reaction product. The product is: [CH3:56][NH:55][C:47]1[C:46]([CH:10]=[CH:9][C:8]([O:12][CH2:13][CH2:14][CH2:15][CH3:16])=[O:11])=[CH:51][C:50]([N+:52]([O-:54])=[O:53])=[CH:49][N:48]=1. (3) Given the reactants [C:1]([NH:7][C:8]1[CH:38]=[CH:37][C:11]([C:12]([C:14]2[CH:23]=[C:22]3[C:17]([N:18]=[CH:19][C:20]([C:24]4[CH2:29][CH2:28][N:27]([C:30]([O:32][C:33]([CH3:36])([CH3:35])[CH3:34])=[O:31])[CH2:26][CH:25]=4)=[N:21]3)=[CH:16][CH:15]=2)=[O:13])=[CH:10][CH:9]=1)(=[O:6])[C:2]([CH3:5])([CH3:4])[CH3:3], predict the reaction product. The product is: [OH:13][CH:12]([C:11]1[CH:37]=[CH:38][C:8]([NH:7][C:1](=[O:6])[C:2]([CH3:5])([CH3:4])[CH3:3])=[CH:9][CH:10]=1)[C:14]1[CH:23]=[C:22]2[C:17]([N:18]=[CH:19][C:20]([CH:24]3[CH2:29][CH2:28][N:27]([C:30]([O:32][C:33]([CH3:36])([CH3:35])[CH3:34])=[O:31])[CH2:26][CH2:25]3)=[N:21]2)=[CH:16][CH:15]=1. (4) Given the reactants [NH2:1][C:2]1[CH:3]=[C:4]2[C:30](=[CH:31][CH:32]=1)[O:29][C:7]1([CH2:12][CH2:11][N:10]([C:13]([C:15]3[CH:24]=[C:23]([O:25][CH3:26])[C:22]4[C:17](=[C:18]([O:27][CH3:28])[CH:19]=[CH:20][CH:21]=4)[N:16]=3)=[O:14])[CH2:9][CH2:8]1)[CH2:6][C:5]2=[O:33].[Cl:34][C:35]([O:37][CH3:38])=[O:36].CC(OC(C)=O)=O.Cl, predict the reaction product. The product is: [ClH:34].[CH3:26][O:25][C:23]1[C:22]2[C:17](=[C:18]([O:27][CH3:28])[CH:19]=[CH:20][CH:21]=2)[N:16]=[C:15]([C:13]([N:10]2[CH2:11][CH2:12][C:7]3([CH2:6][C:5](=[O:33])[C:4]4[C:30](=[CH:31][CH:32]=[C:2]([NH:1][C:35]([O:37][CH3:38])=[O:36])[CH:3]=4)[O:29]3)[CH2:8][CH2:9]2)=[O:14])[CH:24]=1.